From a dataset of Peptide-MHC class I binding affinity with 185,985 pairs from IEDB/IMGT. Regression. Given a peptide amino acid sequence and an MHC pseudo amino acid sequence, predict their binding affinity value. This is MHC class I binding data. The peptide sequence is RRKTNLYGF. The binding affinity (normalized) is 0.0847. The MHC is HLA-B40:01 with pseudo-sequence HLA-B40:01.